This data is from Reaction yield outcomes from USPTO patents with 853,638 reactions. The task is: Predict the reaction yield, written as a fraction of the theoretical maximum amount of product (1.0 means a 100% yield; for example, 0.34 means a 34% yield). (1) The reactants are Cl[C:2]1[C:7]([CH:8]=[O:9])=[C:6]([NH:10][C:11]2[CH:16]=[CH:15][CH:14]=[CH:13][C:12]=2[Cl:17])[N:5]=[C:4]([S:18][CH3:19])[N:3]=1.[H-].[Na+].[C:22]1([OH:28])[CH:27]=[CH:26][CH:25]=[CH:24][CH:23]=1. The catalyst is CS(C)=O. The product is [Cl:17][C:12]1[CH:13]=[CH:14][CH:15]=[CH:16][C:11]=1[NH:10][C:6]1[C:7]([CH:8]=[O:9])=[C:2]([O:28][C:22]2[CH:27]=[CH:26][CH:25]=[CH:24][CH:23]=2)[N:3]=[C:4]([S:18][CH3:19])[N:5]=1. The yield is 0.450. (2) The product is [CH3:21][N:4]1[CH2:5][CH:6]=[C:7]([C:8]2[CH:9]=[N:10][C:11]([CH3:17])=[C:12]([N+:14]([O-:16])=[O:15])[CH:13]=2)[C:2]([CH3:18])([CH3:1])[CH2:3]1. The yield is 1.00. The catalyst is C(Cl)Cl. The reactants are [CH3:1][C:2]1([CH3:18])[C:7]([C:8]2[CH:9]=[N:10][C:11]([CH3:17])=[C:12]([N+:14]([O-:16])=[O:15])[CH:13]=2)=[CH:6][CH2:5][NH:4][CH2:3]1.C=O.[C:21](O[BH-](OC(=O)C)OC(=O)C)(=O)C.[Na+]. (3) The reactants are [CH2:1]([O:8][C:9](=[O:27])[NH:10][CH2:11][CH2:12][CH2:13][CH2:14][C:15]1[CH:20]=[CH:19][C:18]([O:21][CH2:22][CH2:23][CH2:24][C:25]#[N:26])=[CH:17][CH:16]=1)[C:2]1[CH:7]=[CH:6][CH:5]=[CH:4][CH:3]=1.[N-:28]=[N+:29]=[N-:30].[Na+].[Cl-].[NH4+]. The catalyst is CN(C=O)C. The product is [CH2:1]([O:8][C:9](=[O:27])[NH:10][CH2:11][CH2:12][CH2:13][CH2:14][C:15]1[CH:20]=[CH:19][C:18]([O:21][CH2:22][CH2:23][CH2:24][C:25]2[NH:30][N:29]=[N:28][N:26]=2)=[CH:17][CH:16]=1)[C:2]1[CH:7]=[CH:6][CH:5]=[CH:4][CH:3]=1. The yield is 0.760. (4) The reactants are Cl[C:2]1[N:10]=[C:9]([CH3:11])[CH:8]=[CH:7][C:3]=1[C:4]([OH:6])=[O:5].[NH3:12]. The catalyst is CO. The product is [NH2:12][C:2]1[N:10]=[C:9]([CH3:11])[CH:8]=[CH:7][C:3]=1[C:4]([OH:6])=[O:5]. The yield is 0.540. (5) The reactants are C(I)(C)C.II.[Mg].Br[C:9]1[CH:10]=[CH:11][C:12]2[O:16][CH:15]=[CH:14][C:13]=2[CH:17]=1.[S:18](Cl)([Cl:21])(=[O:20])=[O:19]. The yield is 0.150. The product is [O:16]1[C:12]2[CH:11]=[CH:10][C:9]([S:18]([Cl:21])(=[O:20])=[O:19])=[CH:17][C:13]=2[CH:14]=[CH:15]1. The catalyst is O1CCCC1. (6) The reactants are O[C:2]1[CH:3]=[C:4]([NH:8][C:9]2[N:14]=[C:13]([NH:15][C:16]3[CH:21]=[CH:20][CH:19]=[C:18](O)[CH:17]=3)[C:12]([F:23])=[CH:11][N:10]=2)[CH:5]=[CH:6][CH:7]=1.[NH2:24][C:25]1C=C(C=CC=1)C#N.Cl[C:34]1N=C(Cl)C(F)=C[N:35]=1. No catalyst specified. The product is [C:25]([C:2]1[CH:3]=[C:4]([NH:8][C:9]2[N:14]=[C:13]([NH:15][C:16]3[CH:21]=[CH:20][CH:19]=[C:18]([C:34]#[N:35])[CH:17]=3)[C:12]([F:23])=[CH:11][N:10]=2)[CH:5]=[CH:6][CH:7]=1)#[N:24]. The yield is 0.760.